Predict the product of the given reaction. From a dataset of Forward reaction prediction with 1.9M reactions from USPTO patents (1976-2016). (1) Given the reactants [CH3:1][O:2][C:3](=[O:12])[C:4]1[CH:9]=[CH:8][C:7]([CH3:10])=[C:6]([NH2:11])[CH:5]=1.Cl[C:14](Cl)([O:16]C(=O)OC(Cl)(Cl)Cl)Cl.CCN(CC)CC, predict the reaction product. The product is: [CH3:1][O:2][C:3](=[O:12])[C:4]1[CH:9]=[CH:8][C:7]([CH3:10])=[C:6]([N:11]=[C:14]=[O:16])[CH:5]=1. (2) Given the reactants [N+:1]([C:4]1[CH:5]=[C:6]([C:15]2[CH:20]=[CH:19][C:18]([O:21][CH2:22][C:23]3[CH:28]=[CH:27][CH:26]=[CH:25][CH:24]=3)=[CH:17][CH:16]=2)[CH:7]=[CH:8][C:9]=1[CH2:10][C:11]([O:13][CH3:14])=[O:12])([O-])=O.[C:29](OC(=O)C)(=[O:31])[CH3:30].C(Br)C1C=CC=CC=1.C(=O)([O-])[O-].[K+].[K+], predict the reaction product. The product is: [C:29]([NH:1][C:4]1[CH:5]=[C:6]([C:15]2[CH:20]=[CH:19][C:18]([O:21][CH2:22][C:23]3[CH:28]=[CH:27][CH:26]=[CH:25][CH:24]=3)=[CH:17][CH:16]=2)[CH:7]=[CH:8][C:9]=1[CH2:10][C:11]([O:13][CH3:14])=[O:12])(=[O:31])[CH3:30].